From a dataset of Full USPTO retrosynthesis dataset with 1.9M reactions from patents (1976-2016). Predict the reactants needed to synthesize the given product. The reactants are: [CH2:1]([S:3]([C:6]1[C:14]2[C:9](=[CH:10][CH:11]=[CH:12][CH:13]=2)[NH:8][CH:7]=1)(=[O:5])=[O:4])[CH3:2].[Cl:15][C:16]1[CH:33]=[CH:32][C:19]2[N:20]([CH2:25][CH2:26][CH2:27][S:28]([CH3:31])(=[O:30])=[O:29])[C:21]([CH2:23]Cl)=[N:22][C:18]=2[CH:17]=1. Given the product [Cl:15][C:16]1[CH:33]=[CH:32][C:19]2[N:20]([CH2:25][CH2:26][CH2:27][S:28]([CH3:31])(=[O:29])=[O:30])[C:21]([CH2:23][N:8]3[C:9]4[C:14](=[CH:13][CH:12]=[CH:11][CH:10]=4)[C:6]([S:3]([CH2:1][CH3:2])(=[O:4])=[O:5])=[CH:7]3)=[N:22][C:18]=2[CH:17]=1, predict the reactants needed to synthesize it.